This data is from Drug-target binding data from BindingDB using Ki measurements. The task is: Regression. Given a target protein amino acid sequence and a drug SMILES string, predict the binding affinity score between them. We predict pKi (pKi = -log10(Ki in M); higher means stronger inhibition). Dataset: bindingdb_ki. (1) The small molecule is CC1C(=O)N(C)C(=O)c2c1nc(/C=C/c1cccc(Cl)c1)n2C. The target protein sequence is MSNKCDVVVVGGGISGMAAAKLLHDSGLNVVVLEARDRVGGRTYTLRNQKVKYVDLGGSYVGPTQNRILRLAKELGLETYKVNEVERLIHHVKGKSYPFRGPFPPVWNPITYLDHNNFWRTMDDMGREIPSDAPWKAPLAEEWDNMTMKELLDKLCWTESAKQLATLFVNLCVTAETHEVSALWFLWYVKQCGGTTRIFSTTNGGQERKFVGGSGQVSERIMDLLGDRVKLERPVIYIDQTRENVLVETLNHEMYEAKYVISAIPPTLGMKIHFNPPLPMMRNQMITRVPLGSVIKCIVYYKEPFWRKKDYCGTMIIDGEEAPVAYTLDDTKPEGNYAAIMGFILAHKARKLARLTKEERLKKLCELYAKVLGSLEALEPVHYEEKNWCEEQYSGGCYTTYFPPGILTQYGRVLRQPVDRIYFAGTETATHWSGYMEGAVEAGERAAREILHAMGKIPEDEIWQSEPESVDVPAQPITTTFLERHLPSVPGLLRLIGLTT.... The pKi is 3.0. (2) The drug is O=C(O)CN1C(=O)c2cccc3cccc(c23)C1=O. The target protein sequence is ASRLLLNNGAKMPILGLGTWKSPPGQVTEAVKVAIDVGYRHIDCAHVYQNENEVGVAIQEKLREQVVKREELFIVSKLWCTYHEKGLVKGACQKTLSDLKLDYLDLYLIHWPTGFKPGKEFFPLDESGNVVPSDTNILDTWAAMEELVDEGLVKAIGISNFNHLQVEMILNKPGLKYKPAVNQIECHPYLTQEKLIQYCQSKGIVVTAYSPLGSPDRPYAKPEDPSLLEDPRIKAIAAKHNKTTAQVLIRFPMQRNLVVIPKSVTPERIAENFKVFDFELSSQDMTTLLSYNRNWRVAALLSCTSHKDYPFHEEF. The pKi is 5.1. (3) The small molecule is C[C@H](c1ccccc1)[C@@H](CS)C(=O)N[C@@H](Cc1ccccc1)C(=O)O. The target protein (P09470) has sequence MGAASGQRGRWPLSPPLLMLSLLVLLLQPSPAPALDPGLQPGNFSPDEAGAQLFAESYNSSAEVVMFQSTVASWAHDTNITEENARRQEEAALVSQEFAEVWGKKAKELYESIWQNFTDSKLRRIIGSIRTLGPANLPLAQRQQYNSLLSNMSRIYSTGKVCFPNKTATCWSLDPELTNILASSRSYAKLLFAWEGWHDAVGIPLKPLYQDFTAISNEAYRQDDFSDTGAFWRSWYESPSFEESLEHIYHQLEPLYLNLHAYVRRALHRRYGDKYVNLRGPIPAHLLGDMWAQSWENIYDMVVPFPDKPNLDVTSTMVQKGWNATHMFRVSEEFFTSLGLSPMPPEFWAESMLEKPTDGREVVCHASAWDFYNRKDFRIKQCTRVTMEQLATVHHEMGHVQYYLQYKDLHVSLRRGANPGFHEAIGDVLALSVSTPAHLHKIGLLDHVTNDIESDINYLLKMALEKIAFLPFGYLVDQWRWGVFSGRTPPSRYNFDWWYL.... The pKi is 8.0.